This data is from Full USPTO retrosynthesis dataset with 1.9M reactions from patents (1976-2016). The task is: Predict the reactants needed to synthesize the given product. (1) Given the product [F:1][C:2]1[CH:27]=[C:26]([N+:28]([O-:30])=[O:29])[CH:25]=[CH:24][C:3]=1[O:4][C:5]1[CH:10]=[CH:9][N:8]=[C:7]2[CH:11]=[C:12]([C:14]3[CH2:19][CH2:18][N:17]([C:20](=[O:23])[CH2:21][CH2:22][NH:35][CH2:34][CH2:33][O:32][CH3:31])[CH2:16][CH:15]=3)[S:13][C:6]=12, predict the reactants needed to synthesize it. The reactants are: [F:1][C:2]1[CH:27]=[C:26]([N+:28]([O-:30])=[O:29])[CH:25]=[CH:24][C:3]=1[O:4][C:5]1[CH:10]=[CH:9][N:8]=[C:7]2[CH:11]=[C:12]([C:14]3[CH2:19][CH2:18][N:17]([C:20](=[O:23])[CH:21]=[CH2:22])[CH2:16][CH:15]=3)[S:13][C:6]=12.[CH3:31][O:32][CH2:33][CH2:34][NH2:35]. (2) Given the product [CH3:1][N:2]1[C:3](=[O:29])[C:4]2[NH:28][CH:27]=[C:26]3[CH2:30][N:19]([C:20]4[CH:21]=[N:22][CH:23]=[N:24][CH:25]=4)[C:9]4[CH:10]=[CH:11][C:12]([CH2:14][S:15]([CH3:18])(=[O:16])=[O:17])=[CH:13][C:8]=4[C:6]([C:5]=23)=[CH:7]1, predict the reactants needed to synthesize it. The reactants are: [CH3:1][N:2]1[CH:7]=[C:6]([C:8]2[CH:13]=[C:12]([CH2:14][S:15]([CH3:18])(=[O:17])=[O:16])[CH:11]=[CH:10][C:9]=2[NH:19][C:20]2[CH:21]=[N:22][CH:23]=[N:24][CH:25]=2)[C:5]2[CH:26]=[CH:27][NH:28][C:4]=2[C:3]1=[O:29].[CH2:30]=O.